Dataset: Forward reaction prediction with 1.9M reactions from USPTO patents (1976-2016). Task: Predict the product of the given reaction. (1) Given the reactants [NH2:1][CH:2]1[CH2:7][CH2:6][N:5]([C:8]([O:10][C:11]([CH3:14])([CH3:13])[CH3:12])=[O:9])[CH2:4][CH2:3]1.[C:15](Cl)([O:17][CH2:18][C:19]1[CH:24]=[CH:23][CH:22]=[CH:21][CH:20]=1)=[O:16].C(N(C(C)C)CC)(C)C.C(=O)([O-])[O-].[K+].[K+], predict the reaction product. The product is: [CH2:18]([O:17][C:15]([NH:1][CH:2]1[CH2:3][CH2:4][N:5]([C:8]([O:10][C:11]([CH3:14])([CH3:13])[CH3:12])=[O:9])[CH2:6][CH2:7]1)=[O:16])[C:19]1[CH:24]=[CH:23][CH:22]=[CH:21][CH:20]=1. (2) Given the reactants C(OC(=O)[NH:7][C@@H:8]([C:36]1[CH:41]=[CH:40][C:39]([F:42])=[CH:38][CH:37]=1)[C:9]([N:11]1[C@H:16]([C:17](=[O:29])[NH:18][C@H:19]2[C:28]3[C:23](=[CH:24][CH:25]=[CH:26][CH:27]=3)[O:22][CH2:21][CH2:20]2)[CH2:15][N:14]2[CH2:30][C@H:31]([O:33][CH2:34][CH3:35])[CH2:32][C@@H:13]2[CH2:12]1)=[O:10])(C)(C)C.C(OCC)(=O)C.[ClH:50], predict the reaction product. The product is: [ClH:50].[ClH:50].[NH2:7][C@@H:8]([C:36]1[CH:41]=[CH:40][C:39]([F:42])=[CH:38][CH:37]=1)[C:9]([N:11]1[C@H:16]([C:17]([NH:18][C@H:19]2[C:28]3[C:23](=[CH:24][CH:25]=[CH:26][CH:27]=3)[O:22][CH2:21][CH2:20]2)=[O:29])[CH2:15][N:14]2[CH2:30][C@H:31]([O:33][CH2:34][CH3:35])[CH2:32][C@@H:13]2[CH2:12]1)=[O:10]. (3) Given the reactants [Cl:1][C:2]1[CH:3]=[C:4]([CH:20]=[CH:21][C:22]=1[O:23][CH3:24])[CH2:5][NH:6][C:7]1[C:12]([C:13]([O:15][CH3:16])=[O:14])=[C:11](Cl)[N:10]=[C:9]([S:18][CH3:19])[N:8]=1.[OH:25][CH:26]1[CH2:31][CH2:30][NH:29][CH2:28][CH2:27]1.C(N(CC)CC)C.C(O)(=O)CC(CC(O)=O)(C(O)=O)O, predict the reaction product. The product is: [Cl:1][C:2]1[CH:3]=[C:4]([CH:20]=[CH:21][C:22]=1[O:23][CH3:24])[CH2:5][NH:6][C:7]1[C:12]([C:13]([O:15][CH3:16])=[O:14])=[C:11]([N:29]2[CH2:30][CH2:31][CH:26]([OH:25])[CH2:27][CH2:28]2)[N:10]=[C:9]([S:18][CH3:19])[N:8]=1. (4) The product is: [F:13][C:14]1[CH:15]=[C:16]([CH:20]=[C:9]2[C:10](=[O:11])[O:12][C:6]([C:2]3[S:1][CH:5]=[CH:4][CH:3]=3)=[N:8]2)[CH:17]=[N:18][CH:19]=1. Given the reactants [S:1]1[CH:5]=[CH:4][CH:3]=[C:2]1[C:6]([NH:8][CH2:9][C:10]([OH:12])=[O:11])=O.[F:13][C:14]1[CH:15]=[C:16]([CH:20]=O)[CH:17]=[N:18][CH:19]=1.C([O-])(=O)C.[Na+].C(OC(=O)C)(=O)C, predict the reaction product. (5) Given the reactants [CH:1]1[CH:6]=[CH:5][C:4]([O-:7])=[CH:3][CH:2]=1.[Na+:8], predict the reaction product. The product is: [C:4]1([OH:7])[CH:5]=[CH:6][CH:1]=[CH:2][CH:3]=1.[CH:1]1[CH:6]=[CH:5][C:4]([O-:7])=[CH:3][CH:2]=1.[Na+:8]. (6) Given the reactants Br[C:2]1[CH:3]=[N:4][CH:5]=[C:6]([C:8]([F:11])([F:10])[F:9])[CH:7]=1.[B:12](OCC)([O:16]CC)[O:13]CC.[Li]CCCC.Cl, predict the reaction product. The product is: [F:9][C:8]([F:11])([F:10])[C:6]1[CH:7]=[C:2]([B:12]([OH:16])[OH:13])[CH:3]=[N:4][CH:5]=1. (7) Given the reactants C[O:2][C:3]1[CH:11]=[C:10]2[C:6]([CH:7]=[C:8]([CH3:12])[NH:9]2)=[CH:5][CH:4]=1.Br, predict the reaction product. The product is: [CH3:12][C:8]1[NH:9][C:10]2[C:6]([CH:7]=1)=[CH:5][CH:4]=[C:3]([OH:2])[CH:11]=2. (8) Given the reactants Cl[C:2]1[N:7]=[C:6]([NH:8][C:9]2[CH:10]=[N:11][C:12]([O:15][CH3:16])=[CH:13][CH:14]=2)[C:5]([C:17]2[N:22]=[C:21]([CH3:23])[N:20]=[C:19]([S:24][CH3:25])[N:18]=2)=[CH:4][N:3]=1.[N:26]1[CH:31]=[CH:30][C:29](B(O)O)=[CH:28][CH:27]=1.C(=O)([O-])[O-].[Cs+].[Cs+], predict the reaction product. The product is: [CH3:16][O:15][C:12]1[N:11]=[CH:10][C:9]([NH:8][C:6]2[C:5]([C:17]3[N:22]=[C:21]([CH3:23])[N:20]=[C:19]([S:24][CH3:25])[N:18]=3)=[CH:4][N:3]=[C:2]([C:29]3[CH:30]=[CH:31][N:26]=[CH:27][CH:28]=3)[N:7]=2)=[CH:14][CH:13]=1.